Task: Predict the product of the given reaction.. Dataset: Forward reaction prediction with 1.9M reactions from USPTO patents (1976-2016) (1) The product is: [Cl:1][C:2]1[CH:16]=[CH:15][C:5]([CH2:6][O:7][C:8]2[CH:13]=[CH:12][N:11]([C:18]3[N:19]=[CH:20][C:21]4[N:22]([C:24]([CH3:30])=[C:25]([CH:27]5[CH2:29][CH2:28]5)[N:26]=4)[CH:23]=3)[C:10](=[O:14])[CH:9]=2)=[CH:4][CH:3]=1. Given the reactants [Cl:1][C:2]1[CH:16]=[CH:15][C:5]([CH2:6][O:7][C:8]2[CH:13]=[CH:12][NH:11][C:10](=[O:14])[CH:9]=2)=[CH:4][CH:3]=1.Br[C:18]1[N:19]=[CH:20][C:21]2[N:22]([C:24]([CH3:30])=[C:25]([CH:27]3[CH2:29][CH2:28]3)[N:26]=2)[CH:23]=1.CNCCNC.C(=O)([O-])[O-].[K+].[K+].N, predict the reaction product. (2) Given the reactants [C:1]1([N:7]2[C:11]([NH2:12])=[CH:10][CH:9]=[N:8]2)[CH:6]=[CH:5][CH:4]=[CH:3][CH:2]=1.C1N=CN([C:18](N2C=NC=C2)=[O:19])C=1.Cl.[C:26]1([C@H:32]2[CH2:34][C@@H:33]2[N:35]2[C:43](=[O:44])[C@@H:38]3[CH2:39][NH:40][CH2:41][CH2:42][N:37]3[C:36]2=[O:45])[CH:31]=[CH:30][CH:29]=[CH:28][CH:27]=1, predict the reaction product. The product is: [O:44]=[C:43]1[C@@H:38]2[CH2:39][N:40]([C:18]([NH:12][C:11]3[N:7]([C:1]4[CH:6]=[CH:5][CH:4]=[CH:3][CH:2]=4)[N:8]=[CH:9][CH:10]=3)=[O:19])[CH2:41][CH2:42][N:37]2[C:36](=[O:45])[N:35]1[C@H:33]1[CH2:34][C@@H:32]1[C:26]1[CH:31]=[CH:30][CH:29]=[CH:28][CH:27]=1.